Predict the reactants needed to synthesize the given product. From a dataset of Full USPTO retrosynthesis dataset with 1.9M reactions from patents (1976-2016). (1) The reactants are: [Br:1][C:2]1[CH:3]=[CH:4][C:5]([O:8][CH3:9])=[N:6][CH:7]=1.ClC1C=CC=C(C(OO)=[O:18])C=1. Given the product [Br:1][C:2]1[CH:3]=[CH:4][C:5]([O:8][CH3:9])=[N+:6]([O-:18])[CH:7]=1, predict the reactants needed to synthesize it. (2) Given the product [CH3:13][C@@H:9]1[CH2:10][CH2:11][CH2:12][N:8]1[CH2:7][CH2:6][C:5]1[CH:14]=[CH:15][C:2]([B:21]([OH:26])[OH:22])=[CH:3][CH:4]=1, predict the reactants needed to synthesize it. The reactants are: Br[C:2]1[CH:15]=[CH:14][C:5]([CH2:6][CH2:7][N:8]2[CH2:12][CH2:11][CH2:10][C@H:9]2[CH3:13])=[CH:4][CH:3]=1.C([Li])CCC.[B:21](OC(C)C)([O:26]C(C)C)[O:22]C(C)C. (3) Given the product [OH:26][C:23]1[CH:24]=[CH:25][C:20]([NH:19][C:2]2[C:7]([N+:8]([O-:10])=[O:9])=[CH:6][CH:5]=[C:4]([Cl:11])[N:3]=2)=[CH:21][CH:22]=1, predict the reactants needed to synthesize it. The reactants are: Cl[C:2]1[C:7]([N+:8]([O-:10])=[O:9])=[CH:6][CH:5]=[C:4]([Cl:11])[N:3]=1.C(N(CC)CC)C.[NH2:19][C:20]1[CH:25]=[CH:24][C:23]([OH:26])=[CH:22][CH:21]=1. (4) Given the product [CH2:37]([C@H:36]([NH:50][C:51]([C@@H:53]([NH:58][C:59](=[O:62])[O:60][CH3:61])[C:54]([CH3:56])([CH3:57])[CH3:55])=[O:52])[C@@H:35]([OH:63])[CH2:34][C@@H:33]([NH:32][C:9]([C:5]1[S:4][CH:8]=[CH:7][CH:6]=1)=[O:11])[CH2:64][C:65]1[CH:66]=[CH:67][CH:68]=[CH:69][CH:70]=1)[C:38]1[CH:43]=[CH:42][CH:41]=[CH:40][CH:39]=1, predict the reactants needed to synthesize it. The reactants are: N=C=N.[S:4]1[CH:8]=[CH:7][CH:6]=[C:5]1[C:9]([OH:11])=O.O.ON1C2C=CC=CC=2N=N1.C(N(C(C)C)CC)(C)C.[NH2:32][C@@H:33]([CH2:64][C:65]1[CH:70]=[CH:69][CH:68]=[CH:67][CH:66]=1)[CH2:34][C@H:35]([OH:63])[C@@H:36]([NH:50][C:51]([C@@H:53]([NH:58][C:59](=[O:62])[O:60][CH3:61])[C:54]([CH3:57])([CH3:56])[CH3:55])=[O:52])[CH2:37][C:38]1[CH:43]=[CH:42][C:41](C2C=CC=CN=2)=[CH:40][CH:39]=1. (5) The reactants are: [F:1][C:2]1[CH:3]=[C:4]([S:8]([NH:11][C:12]2[CH:13]=[C:14]([CH:27]=[CH:28][CH:29]=2)[C:15]([NH:17][C:18]2[CH:26]=[CH:25][C:21]([C:22]([OH:24])=[O:23])=[CH:20][CH:19]=2)=[O:16])(=[O:10])=[O:9])[CH:5]=[CH:6][CH:7]=1.F[C:31]1C=C(S(Cl)(=O)=O)C=C[CH:36]=1. Given the product [CH2:31]([O:23][C:22](=[O:24])[C:21]1[CH:25]=[CH:26][C:18]([NH:17][C:15](=[O:16])[C:14]2[CH:27]=[CH:28][CH:29]=[C:12]([NH:11][S:8]([C:4]3[CH:5]=[CH:6][CH:7]=[C:2]([F:1])[CH:3]=3)(=[O:9])=[O:10])[CH:13]=2)=[CH:19][CH:20]=1)[CH3:36], predict the reactants needed to synthesize it. (6) Given the product [Br:1][C:2]1[C:3]([Cl:11])=[N:4][CH:5]=[C:6]([CH:10]=1)[C:7]([NH:37][C:36]1[CH:38]=[CH:39][C:33]([O:32][C:31]([Cl:30])([F:40])[F:41])=[CH:34][CH:35]=1)=[O:9], predict the reactants needed to synthesize it. The reactants are: [Br:1][C:2]1[C:3]([Cl:11])=[N:4][CH:5]=[C:6]([CH:10]=1)[C:7]([OH:9])=O.CN(C=O)C.O=S(Cl)Cl.CCN(C(C)C)C(C)C.[Cl:30][C:31]([F:41])([F:40])[O:32][C:33]1[CH:39]=[CH:38][C:36]([NH2:37])=[CH:35][CH:34]=1.